Predict the reactants needed to synthesize the given product. From a dataset of Full USPTO retrosynthesis dataset with 1.9M reactions from patents (1976-2016). (1) Given the product [C:41]1([C@H:2]([C@H:3]2[CH2:7][CH2:6][C@@H:5]([CH2:8][C:9]3[CH:14]=[CH:13][C:12]([C:15]([N:17]4[CH:18]5[CH2:25][CH2:24][CH:23]4[CH:22]4[N:26]([CH2:27][C:28]6[CH:33]=[CH:32][CH:31]=[CH:30][N:29]=6)[CH:19]5[CH2:20][CH2:21]4)=[O:16])=[CH:11][CH:10]=3)[NH:4]2)[OH:1])[CH:46]=[CH:45][CH:44]=[CH:43][CH:42]=1, predict the reactants needed to synthesize it. The reactants are: [OH:1][C@H:2]([C:41]1[CH:46]=[CH:45][CH:44]=[CH:43][CH:42]=1)[C@H:3]1[CH2:7][CH2:6][C@@H:5]([CH2:8][C:9]2[CH:14]=[CH:13][C:12]([C:15]([N:17]3[CH:23]4[CH2:24][CH2:25][CH:18]3[CH:19]3[N:26]([CH2:27][C:28]5[CH:33]=[CH:32][CH:31]=[CH:30][N:29]=5)[CH:22]4[CH2:21][CH2:20]3)=[O:16])=[CH:11][CH:10]=2)[N:4]1C(OC(C)(C)C)=O.O. (2) Given the product [Cl:19][C:20]1[CH:29]=[C:28]([I:30])[CH:27]=[CH:26][C:21]=1[NH:22][C:23]1[N:24]([CH3:25])[C:11](=[O:13])[C:7]2[CH2:8][CH2:9][CH2:10][C:6]=2[C:5]=1[C:4]([O:3][CH2:1][CH3:2])=[O:16], predict the reactants needed to synthesize it. The reactants are: [CH2:1]([O:3][C:4](=[O:16])[CH2:5][C:6]1[CH2:10][CH2:9][CH2:8][C:7]=1[C:11]([O:13]CC)=O)[CH3:2].[H-].[Na+].[Cl:19][C:20]1[CH:29]=[C:28]([I:30])[CH:27]=[CH:26][C:21]=1[N:22]=[C:23]=[N:24][CH3:25]. (3) Given the product [CH3:21][O:19][C:18]([CH:10]1[N:11]([S:14]([CH3:17])(=[O:15])=[O:16])[CH2:12][CH2:13][N:8]([C:6]([O:5][C:1]([CH3:4])([CH3:2])[CH3:3])=[O:7])[CH2:9]1)=[O:20], predict the reactants needed to synthesize it. The reactants are: [C:1]([O:5][C:6]([N:8]1[CH2:13][CH2:12][N:11]([S:14]([CH3:17])(=[O:16])=[O:15])[CH:10]([C:18]([OH:20])=[O:19])[CH2:9]1)=[O:7])([CH3:4])([CH3:3])[CH3:2].[C:21]([O-])([O-])=O.[K+].[K+].IC. (4) Given the product [CH3:15][C:12]([OH:13])([C:10]([NH:9][C:6]1[CH:7]=[CH:8][C:3]([C:1]#[N:2])=[C:4]([C:16]([F:19])([F:18])[F:17])[CH:5]=1)=[O:11])[CH2:14][S:27]([C:24]1[CH:23]=[CH:22][C:21]([F:20])=[CH:26][CH:25]=1)(=[O:29])=[O:28], predict the reactants needed to synthesize it. The reactants are: [C:1]([C:3]1[CH:8]=[CH:7][C:6]([NH:9][C:10]([C:12]2([CH3:15])[CH2:14][O:13]2)=[O:11])=[CH:5][C:4]=1[C:16]([F:19])([F:18])[F:17])#[N:2].[F:20][C:21]1[CH:26]=[CH:25][C:24]([S:27]([O-:29])=[O:28])=[CH:23][CH:22]=1.[Na+]. (5) Given the product [NH2:1][C:2]1[C:11]2[CH:10]=[CH:9][CH:8]=[C:7]([C:31]3[CH:32]=[C:27]([F:26])[CH:28]=[CH:29][C:30]=3[F:33])[C:6]=2[N:5]=[C:4]2[CH2:13][N:14]([CH2:17][C:18]3[CH:23]=[CH:22][C:21]([O:24][CH3:25])=[CH:20][CH:19]=3)[C:15](=[O:16])[C:3]=12, predict the reactants needed to synthesize it. The reactants are: [NH2:1][C:2]1[C:11]2[CH:10]=[CH:9][CH:8]=[C:7](Br)[C:6]=2[N:5]=[C:4]2[CH2:13][N:14]([CH2:17][C:18]3[CH:23]=[CH:22][C:21]([O:24][CH3:25])=[CH:20][CH:19]=3)[C:15](=[O:16])[C:3]=12.[F:26][C:27]1[CH:32]=[CH:31][C:30]([F:33])=[CH:29][C:28]=1B(O)O.